Task: Regression. Given a peptide amino acid sequence and an MHC pseudo amino acid sequence, predict their binding affinity value. This is MHC class II binding data.. Dataset: Peptide-MHC class II binding affinity with 134,281 pairs from IEDB (1) The peptide sequence is PIVVQMTKLATTEEL. The MHC is DRB1_0101 with pseudo-sequence DRB1_0101. The binding affinity (normalized) is 0.707. (2) The peptide sequence is RMAMTDTTPFGQQRV. The MHC is DRB5_0101 with pseudo-sequence DRB5_0101. The binding affinity (normalized) is 0.153. (3) The peptide sequence is LPHIIDEVINIVIIV. The MHC is DRB1_0101 with pseudo-sequence DRB1_0101. The binding affinity (normalized) is 0.237. (4) The binding affinity (normalized) is 0.424. The peptide sequence is EPIAPYHFDLSGHAF. The MHC is HLA-DQA10104-DQB10503 with pseudo-sequence HLA-DQA10104-DQB10503.